From a dataset of Full USPTO retrosynthesis dataset with 1.9M reactions from patents (1976-2016). Predict the reactants needed to synthesize the given product. (1) Given the product [CH3:17][C:7]1[CH:8]=[C:9]([S:14][C:15]#[N:16])[C:10]([CH3:19])=[CH:11][C:6]=1[OH:5], predict the reactants needed to synthesize it. The reactants are: COC(=O)C[O:5][C:6]1[CH:11]=[C:10](OC)[C:9]([S:14][C:15]#[N:16])=[CH:8][C:7]=1[CH3:17].[CH3:19]OC(=O)COC1C=C(C)C(S)=CC=1C. (2) Given the product [CH:13]1([CH2:12][NH:11][S:8]([C:5]2[CH:6]=[CH:7][C:2]([NH:25][C:24]3[CH:26]=[C:27]([O:29][CH3:30])[CH:28]=[C:22]([O:21][CH3:20])[CH:23]=3)=[CH:3][C:4]=2[C:16]([F:19])([F:18])[F:17])(=[O:10])=[O:9])[CH2:15][CH2:14]1, predict the reactants needed to synthesize it. The reactants are: Br[C:2]1[CH:7]=[CH:6][C:5]([S:8]([NH:11][CH2:12][CH:13]2[CH2:15][CH2:14]2)(=[O:10])=[O:9])=[C:4]([C:16]([F:19])([F:18])[F:17])[CH:3]=1.[CH3:20][O:21][C:22]1[CH:23]=[C:24]([CH:26]=[C:27]([O:29][CH3:30])[CH:28]=1)[NH2:25].C1C=CC(P(C2C(C3C(P(C4C=CC=CC=4)C4C=CC=CC=4)=CC=C4C=3C=CC=C4)=C3C(C=CC=C3)=CC=2)C2C=CC=CC=2)=CC=1.C(=O)([O-])[O-].[Cs+].[Cs+]. (3) Given the product [C:1]([O:5][C:6](=[O:20])[NH:7][C@@H:8]([CH2:12][CH2:13][CH:14]1[CH2:19][CH2:18][CH2:17][CH2:16][CH2:15]1)[CH:9]([OH:11])[CH3:10])([CH3:2])([CH3:3])[CH3:4], predict the reactants needed to synthesize it. The reactants are: [C:1]([O:5][C:6](=[O:20])[NH:7][C@@H:8]([CH2:12][CH2:13][CH:14]1[CH2:19][CH2:18][CH2:17][CH2:16][CH2:15]1)[C:9](=[O:11])[CH3:10])([CH3:4])([CH3:3])[CH3:2].[BH4-].[Na+]. (4) Given the product [Br:27][C:26]1[CH:25]=[N:24][N:23]([CH3:28])[C:22]=1[C:16]1[CH:15]=[C:14]([NH:13][C:11]([NH:10][C:6]2[CH:7]=[CH:8][CH:9]=[C:4]([CH:1]([OH:3])[CH3:2])[CH:5]=2)=[O:12])[CH:19]=[CH:18][C:17]=1[O:20][CH3:21], predict the reactants needed to synthesize it. The reactants are: [C:1]([C:4]1[CH:5]=[C:6]([NH:10][C:11]([NH:13][C:14]2[CH:19]=[CH:18][C:17]([O:20][CH3:21])=[C:16]([C:22]3[N:23]([CH3:28])[N:24]=[CH:25][C:26]=3[Br:27])[CH:15]=2)=[O:12])[CH:7]=[CH:8][CH:9]=1)(=[O:3])[CH3:2].[BH4-].[Na+].Cl.CCOC(C)=O.